From a dataset of Full USPTO retrosynthesis dataset with 1.9M reactions from patents (1976-2016). Predict the reactants needed to synthesize the given product. (1) Given the product [C:19]([O:21][CH2:17][O:16][C:14]1[CH:15]=[C:6]([Br:5])[CH:7]=[C:8]2[C:13]=1[N:12]=[CH:11][N:10]([CH2:32][O:31][C:25](=[O:30])[C:26]([CH3:29])([CH3:28])[CH3:27])[C:9]2=[O:18])(=[O:22])[C:8]([CH3:13])([CH3:9])[CH3:7], predict the reactants needed to synthesize it. The reactants are: B(Br)(Br)Br.[Br:5][C:6]1[CH:7]=[C:8]2[C:13](=[C:14]([O:16][CH3:17])[CH:15]=1)[N:12]=[CH:11][NH:10][C:9]2=[O:18].[C:19](=[O:22])([O-:21])[O-].[K+].[K+].[C:25]([O:31][CH2:32]Cl)(=[O:30])[C:26]([CH3:29])([CH3:28])[CH3:27]. (2) Given the product [O:17]=[S:2]1(=[O:1])[CH2:6][CH2:5][CH2:4][N:3]1[C:7]1[CH:15]=[CH:14][C:10]([C:11]([N:32]2[CH2:33][CH2:34][N:29]([C:20]3[C:19]([CH3:18])=[CH:24][C:23]([C:25]([F:28])([F:26])[F:27])=[CH:22][N:21]=3)[CH2:30][CH2:31]2)=[O:13])=[C:9]([F:16])[CH:8]=1, predict the reactants needed to synthesize it. The reactants are: [O:1]=[S:2]1(=[O:17])[CH2:6][CH2:5][CH2:4][N:3]1[C:7]1[CH:15]=[CH:14][C:10]([C:11]([OH:13])=O)=[C:9]([F:16])[CH:8]=1.[CH3:18][C:19]1[C:20]([N:29]2[CH2:34][CH2:33][NH:32][CH2:31][CH2:30]2)=[N:21][CH:22]=[C:23]([C:25]([F:28])([F:27])[F:26])[CH:24]=1. (3) Given the product [Cl:1][C:2]1[CH:9]=[C:8]([F:10])[CH:7]=[C:4]([C:30]2[NH:29][CH:28]=[N:26][CH:31]=2)[C:3]=1[OH:11], predict the reactants needed to synthesize it. The reactants are: [Cl:1][C:2]1[C:3]([OH:11])=[C:4]([CH:7]=[C:8]([F:10])[CH:9]=1)C=O.N.CC1C=CC(S(C[N+]#[C-])(=O)=O)=CC=1.[NH:26]1[CH2:31][CH2:30][NH:29][CH2:28]C1.